From a dataset of Catalyst prediction with 721,799 reactions and 888 catalyst types from USPTO. Predict which catalyst facilitates the given reaction. (1) Reactant: [Cl:1][CH2:2][CH2:3][CH2:4][C:5](Cl)=[O:6].[CH3:8][O:9][C:10]1[CH:11]=[C:12]([Mg]Br)[CH:13]=[CH:14][CH:15]=1. Product: [Cl:1][CH2:2][CH2:3][CH2:4][C:5]([C:14]1[CH:13]=[CH:12][CH:11]=[C:10]([O:9][CH3:8])[CH:15]=1)=[O:6]. The catalyst class is: 1. (2) Reactant: [Br:1][C:2]1[CH:7]=[CH:6][C:5]([OH:8])=[C:4]([CH2:9][CH3:10])[CH:3]=1.C(=O)([O-])[O-].[K+].[K+].Cl[CH2:18][C:19](=[O:21])[CH3:20].[I-].[Na+]. Product: [Br:1][C:2]1[CH:7]=[CH:6][C:5]([O:8][CH2:18][C:19](=[O:21])[CH3:20])=[C:4]([CH2:9][CH3:10])[CH:3]=1. The catalyst class is: 21. (3) Reactant: Br[C:2]1[CH:3]=[C:4]([NH:10][C@@H:11]2[CH2:16][CH2:15][CH2:14][CH2:13][C@@H:12]2[NH:17][C:18](=[O:24])[O:19][C:20]([CH3:23])([CH3:22])[CH3:21])[CH:5]=[N:6][C:7]=1[C:8]#[N:9].[NH2:25][C:26]1[CH:31]=[C:30]([CH3:32])[CH:29]=[C:28]([CH3:33])[N:27]=1.CC1(C)C2C(=C(P(C3C=CC=CC=3)C3C=CC=CC=3)C=CC=2)OC2C(P(C3C=CC=CC=3)C3C=CC=CC=3)=CC=CC1=2.C(=O)([O-])[O-].[Cs+].[Cs+]. Product: [C:8]([C:7]1[N:6]=[CH:5][C:4]([NH:10][C@@H:11]2[CH2:16][CH2:15][CH2:14][CH2:13][C@@H:12]2[NH:17][C:18](=[O:24])[O:19][C:20]([CH3:23])([CH3:22])[CH3:21])=[CH:3][C:2]=1[NH:25][C:26]1[CH:31]=[C:30]([CH3:32])[CH:29]=[C:28]([CH3:33])[N:27]=1)#[N:9]. The catalyst class is: 102.